Dataset: Catalyst prediction with 721,799 reactions and 888 catalyst types from USPTO. Task: Predict which catalyst facilitates the given reaction. Reactant: [F:1][C:2]1[CH:3]=[CH:4][C:5]2[N:6]([CH:8]=[C:9]([CH:11]=O)[N:10]=2)[CH:7]=1.[CH3:13][O:14][C:15]1[CH:16]=[C:17]([CH:19]=[CH:20][CH:21]=1)[NH2:18]. Product: [F:1][C:2]1[CH:3]=[CH:4][C:5]2[N:6]([CH:8]=[C:9]([CH:11]=[N:18][C:17]3[CH:19]=[CH:20][CH:21]=[C:15]([O:14][CH3:13])[CH:16]=3)[N:10]=2)[CH:7]=1. The catalyst class is: 8.